From a dataset of Reaction yield outcomes from USPTO patents with 853,638 reactions. Predict the reaction yield, written as a fraction of the theoretical maximum amount of product (1.0 means a 100% yield; for example, 0.34 means a 34% yield). (1) The reactants are C(OC(=O)[NH:7][CH2:8][CH2:9][CH2:10][CH2:11][C:12]1[CH:17]=[CH:16][C:15]([O:18][CH2:19][CH2:20][N:21]([CH2:29][C@@H:30]([OH:35])[C@@H:31]([OH:34])[CH2:32][OH:33])[CH2:22][C@@H:23]([OH:28])[C@@H:24]([OH:27])[CH2:25][OH:26])=[CH:14][CH:13]=1)(C)(C)C.Cl. The catalyst is C(O)C. The product is [OH:35][C@@H:30]([C@@H:31]([OH:34])[CH2:32][OH:33])[CH2:29][N:21]([CH2:22][C@@H:23]([OH:28])[C@@H:24]([OH:27])[CH2:25][OH:26])[CH2:20][CH2:19][O:18][C:15]1[CH:14]=[CH:13][C:12]([CH2:11][CH2:10][CH2:9][CH2:8][NH2:7])=[CH:17][CH:16]=1. The yield is 0.980. (2) The reactants are [O:1]([C:8]1[CH:16]=[CH:15][C:11]([C:12]([OH:14])=O)=[CH:10][CH:9]=1)[C:2]1[CH:7]=[CH:6][CH:5]=[CH:4][CH:3]=1.C1(OP(Cl)(OC2C=CC=CC=2)=O)C=CC=CC=1.Cl.Cl.[CH3:36][CH:37]1[CH:42]([NH2:43])[CH:41]2[CH2:44][CH2:45][N:38]1[CH2:39][CH2:40]2.[OH-].[Na+]. The catalyst is C1COCC1. The product is [CH3:36][CH:37]1[CH:42]([NH:43][C:12](=[O:14])[C:11]2[CH:10]=[CH:9][C:8]([O:1][C:2]3[CH:3]=[CH:4][CH:5]=[CH:6][CH:7]=3)=[CH:16][CH:15]=2)[CH:41]2[CH2:44][CH2:45][N:38]1[CH2:39][CH2:40]2. The yield is 0.820. (3) The reactants are [CH2:1]([N:4]1[C@H:9]([CH3:10])[CH2:8][N:7](C(OCC)=O)[C@@H:6]([CH3:16])[CH2:5]1)[CH:2]=[CH2:3].[OH-].[K+].C(=O)=O.C1(C)C=CC=CC=1. The catalyst is C(O)C. The product is [CH2:1]([N:4]1[CH2:5][C@@H:6]([CH3:16])[NH:7][CH2:8][C@@H:9]1[CH3:10])[CH:2]=[CH2:3]. The yield is 0.690. (4) The reactants are [C:1]([Si:5]([O:8][CH2:9][CH2:10][O:11][C:12]1[CH:17]=[CH:16][C:15]([Cl:18])=[C:14]([F:19])[CH:13]=1)([CH3:7])[CH3:6])([CH3:4])([CH3:3])[CH3:2].C(NC(C)C)(C)C.[Li].CN(C)[CH:30]=[O:31].C(O)(=O)C. The catalyst is O1CCCC1. The product is [C:1]([Si:5]([CH3:7])([CH3:6])[O:8][CH2:9][CH2:10][O:11][C:12]1[C:13]([CH:30]=[O:31])=[C:14]([F:19])[C:15]([Cl:18])=[CH:16][CH:17]=1)([CH3:4])([CH3:2])[CH3:3]. The yield is 0.410. (5) The reactants are C[C:2]1[C:10]([S:11][C:12]2[CH:20]=[C:19]3[C:15]([CH2:16][C:17](=[O:21])[NH:18]3)=[CH:14][CH:13]=2)=[CH:9][CH:8]=[CH:7][C:3]=1[C:4]([NH2:6])=[O:5].[CH:22](OCC)=[O:23].[O-][CH2:28]C.[Na+].Cl. The catalyst is C(O)C.CCOC(C)=O. The product is [OH:23][CH:22]=[C:16]1[C:15]2[C:19](=[CH:20][C:12]([S:11][C:10]3[CH:2]=[C:3]([CH:7]=[CH:8][CH:9]=3)[C:4]([NH:6][CH3:28])=[O:5])=[CH:13][CH:14]=2)[NH:18][C:17]1=[O:21]. The yield is 0.260.